Dataset: Reaction yield outcomes from USPTO patents with 853,638 reactions. Task: Predict the reaction yield, written as a fraction of the theoretical maximum amount of product (1.0 means a 100% yield; for example, 0.34 means a 34% yield). (1) The reactants are [NH2:1][C:2]1[CH:6]=[CH:5][NH:4][C:3]=1[C:7]([O:9][CH2:10][CH3:11])=[O:8].[Cl:12][C:13]1[CH:14]=[CH:15][C:16]2[N:20]=[C:19]([S:21][C:22]3[O:26][C:25]([CH:27]=O)=[CH:24][CH:23]=3)[NH:18][C:17]=2[CH:29]=1.[C:30]1(=O)[CH2:35][CH2:34][CH2:33][C:32](=[O:36])[CH2:31]1. The catalyst is C(O)C. The product is [CH2:10]([O:9][C:7]([C:3]1[NH:4][CH:5]=[C:6]2[CH:27]([C:25]3[O:26][C:22]([S:21][C:19]4[NH:20][C:16]5[CH:15]=[CH:14][C:13]([Cl:12])=[CH:29][C:17]=5[N:18]=4)=[CH:23][CH:24]=3)[C:31]3[C:32](=[O:36])[CH2:33][CH2:34][CH2:35][C:30]=3[NH:1][C:2]=12)=[O:8])[CH3:11]. The yield is 0.120. (2) The reactants are [CH3:1][C:2](C)([O-])C.[K+].[OH:7][C@@H:8]1[CH2:25][CH2:24][C@@:23]2([CH3:26])[C@H:10]([CH2:11][CH2:12][C@@H:13]3[C:22]2=[CH:21][CH2:20][C@@:18]2([CH3:19])[C@H:14]3[CH2:15][CH2:16][C:17]2=O)[CH2:9]1. The catalyst is [Br-].C([P+](C1C=CC=CC=1)(C1C=CC=CC=1)C1C=CC=CC=1)C.C1COCC1. The product is [OH:7][C@@H:8]1[CH2:25][CH2:24][C@@:23]2([CH3:26])[C@H:10]([CH2:11][CH2:12][C@@H:13]3[C:22]2=[CH:21][CH2:20][C@@:18]2([CH3:19])[C@H:14]3[CH2:15][CH2:16]/[C:17]/2=[CH:1]/[CH3:2])[CH2:9]1. The yield is 0.800. (3) The yield is 0.430. The catalyst is CN(C)C=O. The product is [N:25]1[CH:26]=[CH:27][CH:28]=[CH:29][C:24]=1[O:23][CH2:22][C:21]1[CH:20]=[CH:19][C:18]([CH2:17][N:1]2[CH:5]=[C:4]([C:6]3[C:7]([NH2:13])=[N:8][C:9]([NH2:12])=[CH:10][CH:11]=3)[CH:3]=[N:2]2)=[CH:31][CH:30]=1. The reactants are [NH:1]1[CH:5]=[C:4]([C:6]2[C:7]([NH2:13])=[N:8][C:9]([NH2:12])=[CH:10][CH:11]=2)[CH:3]=[N:2]1.[H-].[Na+].Cl[CH2:17][C:18]1[CH:31]=[CH:30][C:21]([CH2:22][O:23][C:24]2[CH:29]=[CH:28][CH:27]=[CH:26][N:25]=2)=[CH:20][CH:19]=1. (4) The reactants are [CH2:1]([O:3][C:4]([C:6]1[O:7][C:8]2[CH:15]=[CH:14][CH:13]=[C:12]([NH:16]C(OC(C)(C)C)=O)[C:9]=2[C:10]=1[CH3:11])=[O:5])[CH3:2].FC(F)(F)C(O)=O. The catalyst is ClCCCl. The product is [CH2:1]([O:3][C:4]([C:6]1[O:7][C:8]2[CH:15]=[CH:14][CH:13]=[C:12]([NH2:16])[C:9]=2[C:10]=1[CH3:11])=[O:5])[CH3:2]. The yield is 1.00. (5) The reactants are Cl[C:2]1[N:3]=[C:4]([N:14]2[CH2:19][CH2:18][O:17][CH2:16][C@@H:15]2[CH3:20])[C:5]2[CH2:10][S:9](=[O:12])(=[O:11])[CH:8]([CH3:13])[C:6]=2[N:7]=1.[CH:21]1([NH:24][C:25]([NH:27][C:28]2[CH:33]=[CH:32][C:31](B3OC(C)(C)C(C)(C)O3)=[CH:30][CH:29]=2)=[O:26])[CH2:23][CH2:22]1.C([O-])([O-])=O.[Na+].[Na+]. The catalyst is COCCOC.O.C1C=CC(P(C2C=CC=CC=2)[C-]2C=CC=C2)=CC=1.C1C=CC(P(C2C=CC=CC=2)[C-]2C=CC=C2)=CC=1.Cl[Pd]Cl.[Fe+2]. The product is [CH:21]1([NH:24][C:25]([NH:27][C:28]2[CH:33]=[CH:32][C:31]([C:2]3[N:3]=[C:4]([N:14]4[CH2:19][CH2:18][O:17][CH2:16][C@@H:15]4[CH3:20])[C:5]4[CH2:10][S:9](=[O:12])(=[O:11])[CH:8]([CH3:13])[C:6]=4[N:7]=3)=[CH:30][CH:29]=2)=[O:26])[CH2:23][CH2:22]1. The yield is 0.220. (6) The reactants are Cl.[Sn](Cl)Cl.[N+:5]([C:8]1[CH:13]=[C:12]([C:14]([F:17])([F:16])[F:15])[CH:11]=[CH:10][C:9]=1[N:18]1[CH2:27][CH2:26][C:25]2[C:20](=[CH:21][CH:22]=[CH:23][CH:24]=2)[CH2:19]1)([O-])=O.C(=O)(O)[O-].[Na+]. The catalyst is CO. The product is [NH2:5][C:8]1[CH:13]=[C:12]([C:14]([F:15])([F:16])[F:17])[CH:11]=[CH:10][C:9]=1[N:18]1[CH2:27][CH2:26][C:25]2[C:20](=[CH:21][CH:22]=[CH:23][CH:24]=2)[CH2:19]1. The yield is 0.714.